This data is from Human liver microsome stability data. The task is: Regression/Classification. Given a drug SMILES string, predict its absorption, distribution, metabolism, or excretion properties. Task type varies by dataset: regression for continuous measurements (e.g., permeability, clearance, half-life) or binary classification for categorical outcomes (e.g., BBB penetration, CYP inhibition). Dataset: hlm. (1) The compound is N#CC1(n2cc([C@@H](NC(=O)c3cocn3)C3CCCCC3)nn2)CC1. The result is 0 (unstable in human liver microsomes). (2) The drug is Clc1ccc(C[C@@]23CCCC[C@@H]2CNC3)cc1Cl. The result is 0 (unstable in human liver microsomes). (3) The drug is CN1CCN(C(=O)c2ccc(/C=C3\SC(=S)N(c4cccc(OC(F)(F)F)c4)C3=O)cc2)CC1. The result is 1 (stable in human liver microsomes). (4) The drug is CCC(C)CCn1nc(-c2cccs2)c(O)c(C2=NS(=O)(=O)c3cc(OCC(N)=O)ccc3N2)c1=O. The result is 1 (stable in human liver microsomes). (5) The compound is CC(C)[C@]1(C(=O)N2C[C@@H]3C[C@H]2CN3C(=O)CC(C)(C)C)CC[C@@H](NC2CCOCC2)C1. The result is 0 (unstable in human liver microsomes). (6) The result is 1 (stable in human liver microsomes). The molecule is CC[C@@H]1C[C@@H](C(=O)NCC2CCOCC2)CN(Cc2nc(N3CCOCC3)oc2C)C1. (7) The compound is COc1cc(C)ccc1Oc1ncccc1C(=NC1CCCCC1)NO. The result is 0 (unstable in human liver microsomes). (8) The molecule is N#CC1(n2cc([C@@H](NC(=O)N3CCOCC3)C3CCCCC3)nn2)CC1. The result is 0 (unstable in human liver microsomes). (9) The drug is COc1ccc(C(=O)NCCN(C)C)cc1-c1cc2c(N[C@H](C)c3ccccc3)ncnc2s1. The result is 0 (unstable in human liver microsomes). (10) The molecule is CS(=O)(=O)N1CC(c2noc([C@@H]3CCCN3C(=O)C[C@H](N)Cc3cc(F)c(F)cc3F)n2)C1. The result is 0 (unstable in human liver microsomes).